Dataset: Reaction yield outcomes from USPTO patents with 853,638 reactions. Task: Predict the reaction yield, written as a fraction of the theoretical maximum amount of product (1.0 means a 100% yield; for example, 0.34 means a 34% yield). (1) The reactants are CS(C)=O.C(Cl)(=O)C(Cl)=O.[Cl:11][C:12]1[CH:29]=[C:28]([Cl:30])[CH:27]=[CH:26][C:13]=1[CH2:14][N:15]1[C:19]([CH2:20][OH:21])=[CH:18][C:17]([O:22][CH:23]([CH3:25])[CH3:24])=[N:16]1.Cl. The catalyst is ClCCl.C(N(CC)CC)C. The product is [Cl:11][C:12]1[CH:29]=[C:28]([Cl:30])[CH:27]=[CH:26][C:13]=1[CH2:14][N:15]1[C:19]([CH:20]=[O:21])=[CH:18][C:17]([O:22][CH:23]([CH3:25])[CH3:24])=[N:16]1. The yield is 0.950. (2) The reactants are [Cl:1][C:2]1[C:3]([O:12][C:13]2[CH:18]=[C:17]([O:19][CH2:20][CH2:21][O:22][Si:23]([CH:30]([CH3:32])[CH3:31])([CH:27]([CH3:29])[CH3:28])[CH:24]([CH3:26])[CH3:25])[CH:16]=[CH:15][C:14]=2/[CH:33]=[CH:34]/[C:35]([OH:37])=O)=[N:4][CH:5]=[C:6]([C:8]([F:11])([F:10])[F:9])[CH:7]=1.Cl.C(N=C=NCCCN(C)C)C.[CH2:50]([S:55]([NH2:58])(=[O:57])=[O:56])[CH2:51][CH2:52][CH2:53][CH3:54].Cl. The catalyst is C(#N)C.CN(C)C1C=CN=CC=1.C(OCC)(=O)C. The product is [Cl:1][C:2]1[C:3]([O:12][C:13]2[CH:18]=[C:17]([O:19][CH2:20][CH2:21][O:22][Si:23]([CH:27]([CH3:28])[CH3:29])([CH:30]([CH3:32])[CH3:31])[CH:24]([CH3:26])[CH3:25])[CH:16]=[CH:15][C:14]=2/[CH:33]=[CH:34]/[C:35]([NH:58][S:55]([CH2:50][CH2:51][CH2:52][CH2:53][CH3:54])(=[O:57])=[O:56])=[O:37])=[N:4][CH:5]=[C:6]([C:8]([F:11])([F:10])[F:9])[CH:7]=1. The yield is 0.460. (3) The reactants are FC1C=CC(NC(=O)NC2C=CC(C3C=C4C(=CC=3)C(=O)N([C@@H](C(C)C)C(O)=O)C4)=CC=2)=CC=1.[C:35]([C:37]1[CH:38]=[C:39]([NH:43][C:44](=[O:70])[NH:45][C:46]2[CH:51]=[CH:50][C:49]([C:52]3[CH:53]=[C:54]4[C:58](=[CH:59][CH:60]=3)[C:57](=[O:61])[N:56]([C@@H:62]([CH:67]([CH3:69])[CH3:68])[C:63]([O:65]C)=[O:64])[CH2:55]4)=[CH:48][CH:47]=2)[CH:40]=[CH:41][CH:42]=1)#[N:36]. No catalyst specified. The product is [C:35]([C:37]1[CH:38]=[C:39]([NH:43][C:44](=[O:70])[NH:45][C:46]2[CH:47]=[CH:48][C:49]([C:52]3[CH:53]=[C:54]4[C:58](=[CH:59][CH:60]=3)[C:57](=[O:61])[N:56]([C@@H:62]([CH:67]([CH3:68])[CH3:69])[C:63]([OH:65])=[O:64])[CH2:55]4)=[CH:50][CH:51]=2)[CH:40]=[CH:41][CH:42]=1)#[N:36]. The yield is 0.860.